Predict which catalyst facilitates the given reaction. From a dataset of Catalyst prediction with 721,799 reactions and 888 catalyst types from USPTO. (1) Reactant: [CH:1]([C:3]1[N:8]=[C:7]2[CH2:9][O:10][C:11]3([CH2:14][N:13]([C:15]([O:17][C:18]([CH3:21])([CH3:20])[CH3:19])=[O:16])[CH2:12]3)[C:6]2=[CH:5][CH:4]=1)=O.CO.CC([O-])=O.[Na+].[NH2:29][OH:30].Cl. Product: [OH:30][N:29]=[CH:1][C:3]1[N:8]=[C:7]2[CH2:9][O:10][C:11]3([CH2:14][N:13]([C:15]([O:17][C:18]([CH3:19])([CH3:20])[CH3:21])=[O:16])[CH2:12]3)[C:6]2=[CH:5][CH:4]=1. The catalyst class is: 6. (2) Reactant: Cl[C:2]1[CH:3]=[N:4][CH:5]=[N:6][CH:7]=1.[C:8]1([OH:14])[CH:13]=[CH:12][CH:11]=[CH:10][CH:9]=1.C1OCCOC2C(=CC=CC=2)OCCOCCOC2C(=CC=CC=2)OC1.[OH-].[K+]. Product: [O:14]([C:5]1[N:4]=[CH:3][CH:2]=[CH:7][N:6]=1)[C:8]1[CH:13]=[CH:12][CH:11]=[CH:10][CH:9]=1. The catalyst class is: 93. (3) Reactant: [CH:1]1[C:10]2[C:5](=[CH:6][CH:7]=[CH:8][CH:9]=2)[CH:4]=[CH:3][C:2]=1[OH:11].[NH2:12][C:13]1[N:18]=[C:17](Cl)[N:16]=[C:15]([Cl:20])[N:14]=1.C(=O)([O-])[O-].[K+].[K+]. Product: [Cl:20][C:15]1[N:16]=[C:17]([O:11][C:2]2[CH:3]=[CH:4][C:5]3[C:10](=[CH:9][CH:8]=[CH:7][CH:6]=3)[CH:1]=2)[N:18]=[C:13]([NH2:12])[N:14]=1. The catalyst class is: 21. (4) Reactant: C(OC(=O)[NH:7][C:8]1[CH:13]=[C:12]([O:14][CH2:15][C:16]([F:19])([F:18])[F:17])[C:11]([C:20]([F:23])([F:22])[F:21])=[CH:10][C:9]=1[NH:24][C:25](=[O:43])[CH2:26][C:27]([C:29]1[CH:34]=[CH:33][CH:32]=[C:31]([C:35]2[CH:40]=[C:39]([CH3:41])[N:38]=[C:37]([CH3:42])[CH:36]=2)[CH:30]=1)=O)(C)(C)C.C(O)(C(F)(F)F)=O. Product: [CH3:42][C:37]1[CH:36]=[C:35]([C:31]2[CH:30]=[C:29]([C:27]3[CH2:26][C:25](=[O:43])[NH:24][C:9]4[CH:10]=[C:11]([C:20]([F:21])([F:22])[F:23])[C:12]([O:14][CH2:15][C:16]([F:18])([F:19])[F:17])=[CH:13][C:8]=4[N:7]=3)[CH:34]=[CH:33][CH:32]=2)[CH:40]=[C:39]([CH3:41])[N:38]=1. The catalyst class is: 2.